This data is from Catalyst prediction with 721,799 reactions and 888 catalyst types from USPTO. The task is: Predict which catalyst facilitates the given reaction. The catalyst class is: 1. Product: [CH:21]([Si:14]([CH:15]([CH3:17])[CH3:16])([CH:18]([CH3:20])[CH3:19])[O:13][CH2:12][CH2:11][N:8]1[CH2:7][CH2:6][N:5]([CH2:3][C:2]([F:24])([F:25])[F:1])[CH2:10][CH2:9]1)([CH3:22])[CH3:23]. Reactant: [F:1][C:2]([F:25])([F:24])[C:3]([N:5]1[CH2:10][CH2:9][N:8]([CH2:11][CH2:12][O:13][Si:14]([CH:21]([CH3:23])[CH3:22])([CH:18]([CH3:20])[CH3:19])[CH:15]([CH3:17])[CH3:16])[CH2:7][CH2:6]1)=O.CO.